This data is from Full USPTO retrosynthesis dataset with 1.9M reactions from patents (1976-2016). The task is: Predict the reactants needed to synthesize the given product. (1) Given the product [Cl:19][C:20]1[CH:25]=[C:24]([B:9]2[O:10][C:11]([CH3:16])([CH3:17])[C:12]([CH3:14])([CH3:15])[O:13]2)[CH:23]=[C:22]([Cl:26])[C:21]=1[F:27], predict the reactants needed to synthesize it. The reactants are: [CH3:16][C:11]1([CH3:17])[C:12]([CH3:15])([CH3:14])[O:13][B:9]([B:9]2[O:13][C:12]([CH3:15])([CH3:14])[C:11]([CH3:17])([CH3:16])[O:10]2)[O:10]1.[Cl:19][C:20]1[CH:25]=[CH:24][CH:23]=[C:22]([Cl:26])[C:21]=1[F:27]. (2) Given the product [Br:1][C:2]1[CH:7]=[CH:6][C:5]([C:8]2[N:20]([CH3:21])[C:11]3=[N:12][CH:13]=[C:14]([C:16]([F:19])([F:18])[F:17])[CH:15]=[C:10]3[N:9]=2)=[C:4]([S:26][CH2:24][CH3:25])[CH:3]=1, predict the reactants needed to synthesize it. The reactants are: [Br:1][C:2]1[CH:7]=[CH:6][C:5]([C:8]2[N:20]([CH3:21])[C:11]3=[N:12][CH:13]=[C:14]([C:16]([F:19])([F:18])[F:17])[CH:15]=[C:10]3[N:9]=2)=[C:4](F)[CH:3]=1.[Na].[CH2:24]([SH:26])[CH3:25].C(=O)([O-])O.[Na+]. (3) The reactants are: [F:1][C:2]([F:20])([F:19])[C:3]1[CH:8]=[CH:7][C:6]([C:9]2[C:10]3[CH2:17][CH2:16][CH:15]([OH:18])[C:11]=3[CH:12]=[N:13][CH:14]=2)=[CH:5][CH:4]=1.[H-].[Na+].Br[CH2:24][C:25]([O:27][C:28]([CH3:31])([CH3:30])[CH3:29])=[O:26].OP([O-])(O)=O.[K+]. Given the product [F:20][C:2]([F:1])([F:19])[C:3]1[CH:4]=[CH:5][C:6]([C:9]2[C:10]3[CH2:17][CH2:16][CH:15]([O:18][CH2:24][C:25]([O:27][C:28]([CH3:31])([CH3:30])[CH3:29])=[O:26])[C:11]=3[CH:12]=[N:13][CH:14]=2)=[CH:7][CH:8]=1, predict the reactants needed to synthesize it. (4) Given the product [F:23][C:18]1[CH:17]=[C:16]([CH:21]=[CH:20][C:19]=1[CH3:22])[CH2:15][NH:14][CH:11]1[CH2:12][CH2:13][NH:8][CH2:9][CH2:10]1, predict the reactants needed to synthesize it. The reactants are: C(OC([N:8]1[CH2:13][CH2:12][CH:11]([NH:14][CH2:15][C:16]2[CH:21]=[CH:20][C:19]([CH3:22])=[C:18]([F:23])[CH:17]=2)[CH2:10][CH2:9]1)=O)(C)(C)C.Cl. (5) Given the product [F:19][C:20]1[CH:29]=[CH:28][CH:27]=[C:26]2[C:21]=1[C:22]([C:10]1[NH:6][CH:7]=[N:8][CH:9]=1)=[CH:23][CH2:24][O:25]2, predict the reactants needed to synthesize it. The reactants are: CN(C)S([N:6]1[CH:10]=[CH:9][N:8]=[C:7]1[Si](C(C)(C)C)(C)C)(=O)=O.[F:19][C:20]1[CH:29]=[CH:28][CH:27]=[C:26]2[C:21]=1[C:22](=O)[CH2:23][CH2:24][O:25]2.